This data is from Forward reaction prediction with 1.9M reactions from USPTO patents (1976-2016). The task is: Predict the product of the given reaction. The product is: [Cl:1][C:2]1[CH:3]=[C:4]([C:8]2[C:16]3[C:11](=[CH:12][CH:13]=[CH:14][CH:15]=3)[NH:17][CH:9]=2)[CH:5]=[CH:6][CH:7]=1. Given the reactants [Cl:1][C:2]1[CH:3]=[C:4]([CH2:8][CH:9]=O)[CH:5]=[CH:6][CH:7]=1.[C:11]1([NH:17]N)[CH:16]=[CH:15][CH:14]=[CH:13][CH:12]=1, predict the reaction product.